Dataset: Catalyst prediction with 721,799 reactions and 888 catalyst types from USPTO. Task: Predict which catalyst facilitates the given reaction. (1) The catalyst class is: 61. Reactant: Cl[C:2]1[N:11]=[C:10]([NH:12][CH2:13][CH:14]([N:21]2[CH2:26][CH2:25][N:24]([CH3:27])[CH2:23][CH2:22]2)[C:15]2[CH:20]=[CH:19][CH:18]=[CH:17][CH:16]=2)[C:9]2[C:4](=[CH:5][CH:6]=[CH:7][CH:8]=2)[N:3]=1.[CH3:28][N:29]([CH3:39])[C:30]1[CH:35]=[CH:34][C:33](B(O)O)=[CH:32][CH:31]=1.CN(C)C1C=CC(C2N=C(NCC(C3C=CC=CC=3)C3NC=CC=3)C3C(=CC=CC=3)N=2)=CC=1. Product: [CH3:28][N:29]([CH3:39])[C:30]1[CH:35]=[CH:34][C:33]([C:2]2[N:11]=[C:10]([NH:12][CH2:13][CH:14]([N:21]3[CH2:26][CH2:25][N:24]([CH3:27])[CH2:23][CH2:22]3)[C:15]3[CH:20]=[CH:19][CH:18]=[CH:17][CH:16]=3)[C:9]3[C:4](=[CH:5][CH:6]=[CH:7][CH:8]=3)[N:3]=2)=[CH:32][CH:31]=1. (2) Reactant: Cl.[NH2:2][C@H:3]1[CH2:8][CH2:7][C@H:6]([C:9]([O:11][CH3:12])=[O:10])[CH2:5][CH2:4]1.O=[CH:14][CH2:15][NH:16][C:17](=[O:23])[O:18][C:19]([CH3:22])([CH3:21])[CH3:20].C(O[BH-](OC(=O)C)OC(=O)C)(=O)C.[Na+].C(=O)([O-])O.[Na+]. Product: [C:19]([O:18][C:17]([NH:16][CH2:15][CH2:14][NH:2][C@H:3]1[CH2:4][CH2:5][C@H:6]([C:9]([O:11][CH3:12])=[O:10])[CH2:7][CH2:8]1)=[O:23])([CH3:22])([CH3:21])[CH3:20]. The catalyst class is: 236.